The task is: Predict the reaction yield, written as a fraction of the theoretical maximum amount of product (1.0 means a 100% yield; for example, 0.34 means a 34% yield).. This data is from Reaction yield outcomes from USPTO patents with 853,638 reactions. The reactants are Br[C:2]1[C:3]([CH3:15])=[C:4]([O:13][CH3:14])[C:5]2[O:9][CH:8]([CH3:10])[CH2:7][C:6]=2[C:11]=1[CH3:12].[CH3:16][O:17][C:18]1[CH:19]=[C:20]([N:24]2[CH2:29][CH2:28][NH:27][CH2:26][CH2:25]2)[CH:21]=[CH:22][CH:23]=1. No catalyst specified. The product is [CH3:16][O:17][C:18]1[CH:19]=[C:20]([N:24]2[CH2:29][CH2:28][N:27]([C:2]3[C:3]([CH3:15])=[C:4]([O:13][CH3:14])[C:5]4[O:9][CH:8]([CH3:10])[CH2:7][C:6]=4[C:11]=3[CH3:12])[CH2:26][CH2:25]2)[CH:21]=[CH:22][CH:23]=1. The yield is 0.440.